Predict the product of the given reaction. From a dataset of Forward reaction prediction with 1.9M reactions from USPTO patents (1976-2016). (1) Given the reactants C([NH:4][C@:5]1([C:22](NC(C)(C)C)=[O:23])[C@@H:9]([CH2:10][CH2:11][CH2:12][B:13]2[O:17]C(C)(C)C(C)(C)[O:14]2)[CH2:8][NH:7][CH2:6]1)(=O)C.[Cl:29][C:30]1[CH:31]=[C:32]([CH:45]=[CH:46][C:47]=1[Cl:48])[CH2:33][N:34](C(OC(C)(C)C)=O)[CH2:35][CH:36]=O.C(O[BH-](OC(=O)C)OC(=O)C)(=[O:51])C.[Na+].C(=O)([O-])[O-].[Na+].[Na+], predict the reaction product. The product is: [NH2:4][C@:5]1([C:22]([OH:23])=[O:51])[C@@H:9]([CH2:10][CH2:11][CH2:12][B:13]([OH:14])[OH:17])[CH2:8][N:7]([CH2:36][CH2:35][NH:34][CH2:33][C:32]2[CH:45]=[CH:46][C:47]([Cl:48])=[C:30]([Cl:29])[CH:31]=2)[CH2:6]1. (2) Given the reactants [CH3:1][C@H:2]1[C@@H:6]([C:7]2[CH:12]=[CH:11][CH:10]=[CH:9][CH:8]=2)[O:5][C:4](=[O:13])[N:3]1[CH2:14][C:15]1[CH:20]=[C:19]([C:21]([F:24])([F:23])[F:22])[CH:18]=[CH:17][C:16]=1B1OC(C)(C)C(C)(C)O1.Br[C:35]1[CH:36]=[CH:37][C:38]([F:45])=[C:39]([CH2:41][C:42]([OH:44])=[O:43])[CH:40]=1.C(=O)([O-])[O-].[K+].[K+], predict the reaction product. The product is: [F:45][C:38]1[CH:37]=[CH:36][C:35]([C:16]2[CH:17]=[CH:18][C:19]([C:21]([F:23])([F:22])[F:24])=[CH:20][C:15]=2[CH2:14][N:3]2[C@@H:2]([CH3:1])[C@@H:6]([C:7]3[CH:12]=[CH:11][CH:10]=[CH:9][CH:8]=3)[O:5][C:4]2=[O:13])=[CH:40][C:39]=1[CH2:41][C:42]([OH:44])=[O:43]. (3) Given the reactants [Cl:1][C:2]1[CH:7]=[CH:6][C:5]([N:8]=[C:9]=[S:10])=[CH:4][CH:3]=1.[CH3:11][C:12]([CH3:17])([CH3:16])[CH:13]([NH2:15])[CH3:14], predict the reaction product. The product is: [Cl:1][C:2]1[CH:7]=[CH:6][C:5]([NH:8][C:9]([NH:15][CH:13]([CH3:14])[C:12]([CH3:17])([CH3:16])[CH3:11])=[S:10])=[CH:4][CH:3]=1. (4) Given the reactants [Cl:1][C:2]1[CH:9]=[CH:8][C:5]([CH2:6]Br)=[CH:4][CH:3]=1.[C:10]([O:14][C:15]([N:17]1[CH2:22][CH2:21][C:20](=[O:23])[C:19]([CH3:25])([CH3:24])[CH2:18]1)=[O:16])([CH3:13])([CH3:12])[CH3:11], predict the reaction product. The product is: [C:10]([O:14][C:15]([N:17]1[CH2:22][CH2:21][C:20]([CH2:6][C:5]2[CH:8]=[CH:9][C:2]([Cl:1])=[CH:3][CH:4]=2)([OH:23])[C:19]([CH3:25])([CH3:24])[CH2:18]1)=[O:16])([CH3:13])([CH3:11])[CH3:12]. (5) Given the reactants [P:1]([O:5][CH2:6][C:7]1[CH:53]=[CH:52][C:10]([C:11]([O:13][C:14]2[C:18]([O:19][C:20](=[O:33])[C:21]3[CH:26]=[CH:25][C:24]([CH2:27][O:28][P:29]([OH:32])([OH:31])=[O:30])=[CH:23][CH:22]=3)=[C:17]([C:34]([O:36][CH2:37][CH3:38])=[O:35])[N:16]([C:39]3[CH:44]=[CH:43][C:42]([O:45][CH3:46])=[CH:41][CH:40]=3)[C:15]=2[C:47](=[O:51])[N:48]([CH3:50])[CH3:49])=[O:12])=[CH:9][CH:8]=1)([OH:4])([OH:3])=[O:2].C(=O)(O)[O-].[Na+:58], predict the reaction product. The product is: [P:29]([O-:32])([O:28][CH2:27][C:24]1[CH:25]=[CH:26][C:21]([C:20]([O:19][C:18]2[C:14]([O:13][C:11]([C:10]3[CH:9]=[CH:8][C:7]([CH2:6][O:5][P:1]([O-:4])([OH:3])=[O:2])=[CH:53][CH:52]=3)=[O:12])=[C:15]([C:47](=[O:51])[N:48]([CH3:50])[CH3:49])[N:16]([C:39]3[CH:44]=[CH:43][C:42]([O:45][CH3:46])=[CH:41][CH:40]=3)[C:17]=2[C:34]([O:36][CH2:37][CH3:38])=[O:35])=[O:33])=[CH:22][CH:23]=1)([OH:31])=[O:30].[Na+:58].[Na+:58]. (6) Given the reactants [F:1][C:2]1[CH:24]=[CH:23][CH:22]=[CH:21][C:3]=1[O:4][C:5]1[C:18](=[O:19])[N:17]([CH3:20])[C:8]2[N:9]=[C:10](S(C)(=O)=O)[N:11]=[CH:12][C:7]=2[CH:6]=1.NC[C:27]1[CH:32]=[CH:31][N:30]=[CH:29][CH:28]=1.[CH3:33][N:34](C=O)C, predict the reaction product. The product is: [F:1][C:2]1[CH:24]=[CH:23][CH:22]=[CH:21][C:3]=1[O:4][C:5]1[C:18](=[O:19])[N:17]([CH3:20])[C:8]2[N:9]=[C:10]([NH:34][CH2:33][C:29]3[CH:28]=[CH:27][CH:32]=[CH:31][N:30]=3)[N:11]=[CH:12][C:7]=2[CH:6]=1.